Predict the reaction yield, written as a fraction of the theoretical maximum amount of product (1.0 means a 100% yield; for example, 0.34 means a 34% yield). From a dataset of Reaction yield outcomes from USPTO patents with 853,638 reactions. (1) The reactants are [N:1]1([C:7]2[C:8]3[N:16]=[C:15]([Cl:17])[CH:14]=[CH:13][C:9]=3[N:10]=[CH:11][N:12]=2)[CH2:6][CH2:5][NH:4][CH2:3][CH2:2]1.[C:18]1([CH3:27])[CH:23]=[CH:22][CH:21]=[C:20]([N:24]=[C:25]=[O:26])[CH:19]=1. The catalyst is ClCCl. The product is [CH3:27][C:18]1[CH:19]=[C:20]([NH:24][C:25]([CH:2]2[CH2:3][NH:4][CH2:5][CH2:6][N:1]2[C:7]2[C:8]3[N:16]=[C:15]([Cl:17])[CH:14]=[CH:13][C:9]=3[N:10]=[CH:11][N:12]=2)=[O:26])[CH:21]=[CH:22][CH:23]=1. The yield is 0.870. (2) The reactants are Cl[CH2:2][C:3]1[CH:8]=[CH:7][C:6]([C:9]2[S:17][C:16]3[C:11](=[N:12][CH:13]=[CH:14][C:15]=3[O:18][C:19]3[CH:24]=[CH:23][C:22]([N+:25]([O-:27])=[O:26])=[CH:21][C:20]=3[F:28])[CH:10]=2)=[CH:5][CH:4]=1.C([N:31]([CH2:34][CH3:35])CC)C.[CH3:48][C:47]([O:46][C:44](O[C:44]([O:46][C:47]([CH3:50])([CH3:49])[CH3:48])=[O:45])=[O:45])([CH3:50])[CH3:49].[CH3:51]OCCOC. The catalyst is ClCCl.CN(C1C=CN=CC=1)C. The product is [CH:34]1([N:31]([CH2:2][C:3]2[CH:8]=[CH:7][C:6]([C:9]3[S:17][C:16]4[C:11](=[N:12][CH:13]=[CH:14][C:15]=4[O:18][C:19]4[CH:24]=[CH:23][C:22]([N+:25]([O-:27])=[O:26])=[CH:21][C:20]=4[F:28])[CH:10]=3)=[CH:5][CH:4]=2)[C:44](=[O:45])[O:46][C:47]([CH3:48])([CH3:49])[CH3:50])[CH2:35][CH2:51]1. The yield is 0.360. (3) The reactants are [CH:1]1([NH:6][C:7]2[C:8]3[N:9]([C:13]([C:23]4[CH:28]=[CH:27][N:26]=[C:25]([NH:29][CH:30]5[CH2:34][CH2:33][CH2:32][CH2:31]5)[N:24]=4)=[C:14]([C:16]4[CH:17]=[C:18]([OH:22])[CH:19]=[CH:20][CH:21]=4)[N:15]=3)[CH:10]=[CH:11][CH:12]=2)[CH2:5][CH2:4][CH2:3][CH2:2]1.C(=O)([O-])[O-].[Cs+].[Cs+].[CH2:41](Br)[CH:42]=[CH2:43].CCOCC. The catalyst is CN(C)C=O.O. The product is [CH2:43]([O:22][C:18]1[CH:17]=[C:16]([C:14]2[N:15]=[C:8]3[C:7]([NH:6][CH:1]4[CH2:5][CH2:4][CH2:3][CH2:2]4)=[CH:12][CH:11]=[CH:10][N:9]3[C:13]=2[C:23]2[CH:28]=[CH:27][N:26]=[C:25]([NH:29][CH:30]3[CH2:34][CH2:33][CH2:32][CH2:31]3)[N:24]=2)[CH:21]=[CH:20][CH:19]=1)[CH:42]=[CH2:41]. The yield is 0.770. (4) The reactants are Br[C:2]1[C:3]([CH3:15])=[C:4]([O:13][CH3:14])[C:5]2[O:9][CH:8]([CH3:10])[CH2:7][C:6]=2[C:11]=1[CH3:12].[F:16][C:17]1[CH:22]=[CH:21][C:20]([N:23]2[CH2:28][CH2:27][NH:26][CH2:25][CH2:24]2)=[CH:19][CH:18]=1. No catalyst specified. The product is [F:16][C:17]1[CH:18]=[CH:19][C:20]([N:23]2[CH2:28][CH2:27][N:26]([C:2]3[C:3]([CH3:15])=[C:4]([O:13][CH3:14])[C:5]4[O:9][CH:8]([CH3:10])[CH2:7][C:6]=4[C:11]=3[CH3:12])[CH2:25][CH2:24]2)=[CH:21][CH:22]=1. The yield is 0.560.